This data is from NCI-60 drug combinations with 297,098 pairs across 59 cell lines. The task is: Regression. Given two drug SMILES strings and cell line genomic features, predict the synergy score measuring deviation from expected non-interaction effect. Drug 1: C1CCC(C1)C(CC#N)N2C=C(C=N2)C3=C4C=CNC4=NC=N3. Drug 2: CCC1=CC2CC(C3=C(CN(C2)C1)C4=CC=CC=C4N3)(C5=C(C=C6C(=C5)C78CCN9C7C(C=CC9)(C(C(C8N6C)(C(=O)OC)O)OC(=O)C)CC)OC)C(=O)OC.C(C(C(=O)O)O)(C(=O)O)O. Cell line: HCT116. Synergy scores: CSS=50.4, Synergy_ZIP=13.2, Synergy_Bliss=11.3, Synergy_Loewe=-23.0, Synergy_HSA=10.6.